Predict the product of the given reaction. From a dataset of Forward reaction prediction with 1.9M reactions from USPTO patents (1976-2016). (1) Given the reactants [C:1]([O:5][C:6](=[O:21])[C:7]1[CH:12]=[CH:11][C:10]([NH:13][CH2:14][C:15]2[CH:16]=[N:17][CH:18]=[CH:19][CH:20]=2)=[CH:9][CH:8]=1)([CH3:4])([CH3:3])[CH3:2].Br[C:23]1[CH:28]=[CH:27][C:26]([O:29][CH:30]([F:32])[F:31])=[C:25]([O:33][CH3:34])[CH:24]=1.[OH-].[Na+], predict the reaction product. The product is: [C:1]([O:5][C:6](=[O:21])[C:7]1[CH:8]=[CH:9][C:10]([N:13]([C:23]2[CH:28]=[CH:27][C:26]([O:29][CH:30]([F:32])[F:31])=[C:25]([O:33][CH3:34])[CH:24]=2)[CH2:14][C:15]2[CH:16]=[N:17][CH:18]=[CH:19][CH:20]=2)=[CH:11][CH:12]=1)([CH3:4])([CH3:2])[CH3:3]. (2) Given the reactants [CH2:1]([O:3][C:4](=[O:26])[C:5]1[CH:10]=[CH:9][C:8]([N:11]2[CH2:15][CH2:14][CH:13]([NH:16][C:17]([O:19][C:20]([CH3:23])([CH3:22])[CH3:21])=[O:18])[CH2:12]2)=[C:7]([F:24])[C:6]=1F)[CH3:2].[CH:27]1([NH2:30])[CH2:29][CH2:28]1, predict the reaction product. The product is: [CH2:1]([O:3][C:4](=[O:26])[C:5]1[CH:10]=[CH:9][C:8]([N:11]2[CH2:15][CH2:14][CH:13]([NH:16][C:17]([O:19][C:20]([CH3:23])([CH3:22])[CH3:21])=[O:18])[CH2:12]2)=[C:7]([F:24])[C:6]=1[NH:30][CH:27]1[CH2:29][CH2:28]1)[CH3:2].